From a dataset of Catalyst prediction with 721,799 reactions and 888 catalyst types from USPTO. Predict which catalyst facilitates the given reaction. Reactant: CS(O[CH2:6][CH2:7][N:8]1[C:12]2[CH:13]=[CH:14][C:15]([Br:17])=[CH:16][C:11]=2[N:10]=[C:9]1[CH2:18][NH:19][C:20]([O:22][C:23]([CH3:26])([CH3:25])[CH3:24])=[O:21])(=O)=O.O.CC(O)C.C([O-])([O-])=O.[K+].[K+].C(OC(OC(C)(C)C)=O)(OC(C)(C)C)=O. Product: [Br:17][C:15]1[CH:14]=[CH:13][C:12]2[N:8]3[CH2:7][CH2:6][N:19]([C:20]([O:22][C:23]([CH3:26])([CH3:25])[CH3:24])=[O:21])[CH2:18][C:9]3=[N:10][C:11]=2[CH:16]=1. The catalyst class is: 484.